This data is from Catalyst prediction with 721,799 reactions and 888 catalyst types from USPTO. The task is: Predict which catalyst facilitates the given reaction. Reactant: C[O:2][C:3]([C:5]1[CH:10]=[CH:9][C:8]([CH3:11])=[C:7]([S:12]([N:15]2[CH2:20][CH2:19][CH2:18][CH2:17][CH2:16]2)(=[O:14])=[O:13])[N:6]=1)=[O:4].O.[OH-].[Li+]. Product: [CH3:11][C:8]1[CH:9]=[CH:10][C:5]([C:3]([OH:4])=[O:2])=[N:6][C:7]=1[S:12]([N:15]1[CH2:16][CH2:17][CH2:18][CH2:19][CH2:20]1)(=[O:14])=[O:13]. The catalyst class is: 38.